From a dataset of Full USPTO retrosynthesis dataset with 1.9M reactions from patents (1976-2016). Predict the reactants needed to synthesize the given product. (1) Given the product [Br:1][C:2]1[CH:11]=[C:10]2[C:5]([C:6]([NH2:13])=[CH:7][CH:8]=[N:9]2)=[N:4][CH:3]=1, predict the reactants needed to synthesize it. The reactants are: [Br:1][C:2]1[CH:11]=[C:10]2[C:5]([C:6](Cl)=[CH:7][CH:8]=[N:9]2)=[N:4][CH:3]=1.[NH3:13].O. (2) Given the product [OH:28][CH2:27][C@H:23]1[N:24]([CH2:3][CH:2]([OH:1])[C:4]2[CH:13]=[CH:12][C:7]3[C:8](=[O:11])[O:9][CH2:10][C:6]=3[CH:5]=2)[CH2:25][CH2:26][N:21]([C:14]([O:16][C:17]([CH3:20])([CH3:19])[CH3:18])=[O:15])[CH2:22]1, predict the reactants needed to synthesize it. The reactants are: [O:1]1[CH2:3][CH:2]1[C:4]1[CH:13]=[CH:12][C:7]2[C:8](=[O:11])[O:9][CH2:10][C:6]=2[CH:5]=1.[C:14]([N:21]1[CH2:26][CH2:25][NH:24][C@H:23]([CH2:27][OH:28])[CH2:22]1)([O:16][C:17]([CH3:20])([CH3:19])[CH3:18])=[O:15]. (3) Given the product [CH3:1][C:2]1[CH:7]=[C:6]([CH3:8])[C:5]([CH3:9])=[CH:4][C:3]=1[CH:10]([OH:25])[C:11]([OH:13])=[O:12], predict the reactants needed to synthesize it. The reactants are: [CH3:1][C:2]1[CH:7]=[C:6]([CH3:8])[C:5]([CH3:9])=[CH:4][C:3]=1[CH2:10][C:11]([OH:13])=[O:12].C1(C(=CC(=CC=1)C)C)C.C(O)(=O)C=[O:25]. (4) The reactants are: [Cl:1][C:2]1[CH:7]=[CH:6][C:5]([C@H:8]([NH:10][S@](C(C)(C)C)=O)[CH3:9])=[C:4]([C:17]([F:20])([F:19])[F:18])[CH:3]=1.Cl.O1CCOCC1.C(OCC)C. Given the product [Cl:1][C:2]1[CH:7]=[CH:6][C:5]([C@H:8]([NH2:10])[CH3:9])=[C:4]([C:17]([F:18])([F:19])[F:20])[CH:3]=1, predict the reactants needed to synthesize it. (5) Given the product [CH3:57][C:51]1[CH:52]=[CH:53][C:54]([CH3:56])=[CH:55][C:50]=1[N:47]1[CH2:46][CH2:45][NH:44][CH2:49][CH2:48]1, predict the reactants needed to synthesize it. The reactants are: C(OC(N1CC[C@@H](C2C=CC=CC=2)[C@@H](C(O)=O)C1)=O)(C)(C)C.C(OC(N1CC[C@@H](C2C=CC=CC=2)[C@@H](C([N:44]2[CH2:49][CH2:48][N:47]([C:50]3[CH:55]=[C:54]([CH3:56])[CH:53]=[CH:52][C:51]=3[CH3:57])[CH2:46][CH2:45]2)=O)C1)=O)(C)(C)C. (6) Given the product [F:13][C:14]1[CH:15]=[CH:16][C:17]2[N:18]([C:20]([C:23]3[N:28]=[C:27]([NH:29][C@@H:30]4[CH2:35][CH2:34][CH2:33][N:32]([C:36](=[O:40])[CH2:37][C:38]#[N:39])[CH2:31]4)[CH:26]=[C:25]([N:41]4[CH2:42][CH2:43][N:44]([S:9]([CH3:8])(=[O:11])=[O:10])[CH2:45][CH2:46]4)[N:24]=3)=[CH:21][N:22]=2)[CH:19]=1, predict the reactants needed to synthesize it. The reactants are: C(N(CC)CC)C.[CH3:8][S:9](Cl)(=[O:11])=[O:10].[F:13][C:14]1[CH:15]=[CH:16][C:17]2[N:18]([C:20]([C:23]3[N:28]=[C:27]([NH:29][C@@H:30]4[CH2:35][CH2:34][CH2:33][N:32]([C:36](=[O:40])[CH2:37][C:38]#[N:39])[CH2:31]4)[CH:26]=[C:25]([N:41]4[CH2:46][CH2:45][NH:44][CH2:43][CH2:42]4)[N:24]=3)=[CH:21][N:22]=2)[CH:19]=1. (7) Given the product [Si:31]([O:15][CH2:14][C:13]1[CH:12]=[C:11]2[C:6](=[N:5][C:4]=1[CH:3]([O:2][CH3:1])[O:16][CH3:17])[NH:7][CH2:8][CH2:9][CH2:10]2)([C:27]([CH3:30])([CH3:29])[CH3:28])([CH3:33])[CH3:32], predict the reactants needed to synthesize it. The reactants are: [CH3:1][O:2][CH:3]([O:16][CH3:17])[C:4]1[C:13]([CH2:14][OH:15])=[CH:12][C:11]2[CH2:10][CH2:9][CH2:8][NH:7][C:6]=2[N:5]=1.CCN(C(C)C)C(C)C.[C:27]([Si:31](Cl)([CH3:33])[CH3:32])([CH3:30])([CH3:29])[CH3:28].C([O-])(O)=O.[Na+].